From a dataset of Catalyst prediction with 721,799 reactions and 888 catalyst types from USPTO. Predict which catalyst facilitates the given reaction. (1) Product: [Br:15][C:16]1[CH:17]=[C:18]([CH:28]=[C:29]([CH2:31][O:12][CH:5]2[C:4]3[C:9](=[CH:10][CH:11]=[C:2]([Cl:1])[CH:3]=3)[O:8][CH2:7][CH2:6]2)[CH:30]=1)[CH2:19][O:20][Si:21]([C:24]([CH3:25])([CH3:26])[CH3:27])([CH3:22])[CH3:23]. The catalyst class is: 3. Reactant: [Cl:1][C:2]1[CH:3]=[C:4]2[C:9](=[CH:10][CH:11]=1)[O:8][CH2:7][CH2:6][CH:5]2[OH:12].[H-].[Na+].[Br:15][C:16]1[CH:17]=[C:18]([CH:28]=[C:29]([CH2:31]Br)[CH:30]=1)[CH2:19][O:20][Si:21]([C:24]([CH3:27])([CH3:26])[CH3:25])([CH3:23])[CH3:22]. (2) Reactant: [NH:1]1[CH:5]=[CH:4][C:3]([C:6]([O:8][CH3:9])=[O:7])=[CH:2]1.[Br:10]N1C(=O)CCC1=O. Product: [Br:10][C:5]1[NH:1][CH:2]=[C:3]([C:6]([O:8][CH3:9])=[O:7])[CH:4]=1. The catalyst class is: 860. (3) Reactant: [O:1]=[C:2]([CH2:9][CH3:10])[CH2:3][C:4]([O:6][CH2:7][CH3:8])=[O:5].C(=O)([O-])[O-].[K+].[K+].Br[CH:18]([CH2:24][CH2:25][CH3:26])[C:19]([O:21][CH2:22][CH3:23])=[O:20].Cl. Product: [C:2]([CH:3]([CH:18]([CH2:24][CH2:25][CH3:26])[C:19]([O:21][CH2:22][CH3:23])=[O:20])[C:4]([O:6][CH2:7][CH3:8])=[O:5])(=[O:1])[CH2:9][CH3:10]. The catalyst class is: 18. (4) Reactant: S(O)(O)(=O)=O.[CH3:6][NH:7][NH2:8].C([O-])(O)=O.[Na+].[N:14]1[N:18]2[CH:19]=[CH:20][CH:21]=[CH:22][C:17]2=[C:16]([CH:23]=O)[CH:15]=1.[CH3:25][C:26]1[CH:31]=[CH:30][C:29]([N+:32]([O-:34])=[O:33])=[CH:28][C:27]=1[S:35](Cl)(=[O:37])=[O:36]. Product: [CH3:6][N:7]([S:35]([C:27]1[CH:28]=[C:29]([N+:32]([O-:34])=[O:33])[CH:30]=[CH:31][C:26]=1[CH3:25])(=[O:36])=[O:37])[N:8]=[CH:23][C:16]1[CH:15]=[N:14][N:18]2[CH:19]=[CH:20][CH:21]=[CH:22][C:17]=12. The catalyst class is: 5. (5) Reactant: [Cl:1][C:2]1[CH:3]=[C:4]2[C:9](=[CH:10][C:11]=1[O:12][C:13]1[CH:21]=[CH:20][C:16]([C:17](O)=[O:18])=[CH:15][CH:14]=1)[O:8][CH2:7][CH2:6][CH:5]2[C:22]([O:24][CH2:25][CH3:26])=[O:23].C(Cl)(=O)C(Cl)=O.[CH:33]1([C:36]2[C:41]([CH2:42][CH2:43][NH2:44])=[CH:40][CH:39]=[C:38]([C:45]([F:48])([F:47])[F:46])[N:37]=2)[CH2:35][CH2:34]1.C(N(C(C)C)CC)(C)C. Product: [Cl:1][C:2]1[CH:3]=[C:4]2[C:9](=[CH:10][C:11]=1[O:12][C:13]1[CH:21]=[CH:20][C:16]([C:17](=[O:18])[NH:44][CH2:43][CH2:42][C:41]3[C:36]([CH:33]4[CH2:35][CH2:34]4)=[N:37][C:38]([C:45]([F:48])([F:46])[F:47])=[CH:39][CH:40]=3)=[CH:15][CH:14]=1)[O:8][CH2:7][CH2:6][CH:5]2[C:22]([O:24][CH2:25][CH3:26])=[O:23]. The catalyst class is: 139. (6) Reactant: Br[CH2:2][CH2:3][O:4][C:5]1[CH:6]=[C:7]([CH:30]=[CH:31][CH:32]=1)[CH2:8][N:9]1[C:17]2[C:12](=[CH:13][C:14]([NH:18][C:19]3[CH:28]=[CH:27][C:26]([Cl:29])=[CH:25][C:20]=3[C:21]([O:23][CH3:24])=[O:22])=[CH:15][CH:16]=2)[CH:11]=[CH:10]1.[NH:33]1[CH2:38][CH2:37][O:36][CH2:35][CH2:34]1.C(=O)([O-])[O-].[K+].[K+].CN(C)C=O. Product: [Cl:29][C:26]1[CH:27]=[CH:28][C:19]([NH:18][C:14]2[CH:13]=[C:12]3[C:17](=[CH:16][CH:15]=2)[N:9]([CH2:8][C:7]2[CH:30]=[CH:31][CH:32]=[C:5]([O:4][CH2:3][CH2:2][N:33]4[CH2:38][CH2:37][O:36][CH2:35][CH2:34]4)[CH:6]=2)[CH:10]=[CH:11]3)=[C:20]([CH:25]=1)[C:21]([O:23][CH3:24])=[O:22]. The catalyst class is: 84. (7) Reactant: [NH2:1][C:2]1[CH:3]=[C:4]2[C:9](=[CH:10][CH:11]=1)[NH:8][C:7](=[O:12])[CH:6]=[CH:5]2.[N:13]([O-])=O.[Na+].O.O.Cl[Sn]Cl.[CH:22]1([C:27](=O)[CH2:28][C:29]#[N:30])[CH2:26][CH2:25][CH2:24][CH2:23]1. Product: [NH2:30][C:29]1[N:1]([C:2]2[CH:3]=[C:4]3[C:9](=[CH:10][CH:11]=2)[NH:8][C:7](=[O:12])[CH:6]=[CH:5]3)[N:13]=[C:27]([CH:22]2[CH2:26][CH2:25][CH2:24][CH2:23]2)[CH:28]=1. The catalyst class is: 126.